Dataset: Peptide-MHC class II binding affinity with 134,281 pairs from IEDB. Task: Regression. Given a peptide amino acid sequence and an MHC pseudo amino acid sequence, predict their binding affinity value. This is MHC class II binding data. The MHC is HLA-DPA10103-DPB10301 with pseudo-sequence HLA-DPA10103-DPB10301. The peptide sequence is LLNRNNSFKPFAEYK. The binding affinity (normalized) is 0.165.